Predict the reaction yield, written as a fraction of the theoretical maximum amount of product (1.0 means a 100% yield; for example, 0.34 means a 34% yield). From a dataset of Reaction yield outcomes from USPTO patents with 853,638 reactions. (1) The reactants are [CH:1]1([C:4]2[NH:8][N:7]=[C:6]([NH:9][C:10]3[C:17]([F:18])=[CH:16][C:13]([C:14]#N)=[C:12]([NH:19][C@H:20]([C:22]4[CH:27]=[CH:26][C:25]([F:28])=[CH:24][CH:23]=4)[CH3:21])[N:11]=3)[CH:5]=2)[CH2:3][CH2:2]1.N1C=CC=CC=1CC(O)=[O:37].O. The catalyst is [Ni]. The product is [CH:1]1([C:4]2[NH:8][N:7]=[C:6]([NH:9][C:10]3[C:17]([F:18])=[CH:16][C:13]([CH:14]=[O:37])=[C:12]([NH:19][C@H:20]([C:22]4[CH:27]=[CH:26][C:25]([F:28])=[CH:24][CH:23]=4)[CH3:21])[N:11]=3)[CH:5]=2)[CH2:3][CH2:2]1. The yield is 0.450. (2) The reactants are [Cr](Cl)([O-])(=O)=O.[NH+]1C=CC=CC=1.[CH3:12][O:13][C:14]1[C:19]([O:20][CH3:21])=[CH:18][C:17]([CH2:22][OH:23])=[C:16]([CH:24]([CH3:32])[CH2:25][C:26]2[CH:31]=[CH:30][CH:29]=[CH:28][CH:27]=2)[CH:15]=1. The catalyst is C(Cl)Cl.CCOCC. The product is [CH3:12][O:13][C:14]1[C:19]([O:20][CH3:21])=[CH:18][C:17]([CH:22]=[O:23])=[C:16]([CH:24]([CH3:32])[CH2:25][C:26]2[CH:31]=[CH:30][CH:29]=[CH:28][CH:27]=2)[CH:15]=1. The yield is 0.760. (3) The reactants are [NH2:1][C:2]1[C:3]([C:20]([NH:22][NH:23][C:24]([NH2:26])=S)=[O:21])=[N:4][C:5]([C:8]2[CH:13]=[CH:12][C:11]([S:14]([CH:17]([CH3:19])[CH3:18])(=[O:16])=[O:15])=[CH:10][CH:9]=2)=[CH:6][N:7]=1. The catalyst is ClCCCl. The product is [NH2:1][C:2]1[C:3]([C:20]2[O:21][C:24]([NH2:26])=[N:23][N:22]=2)=[N:4][C:5]([C:8]2[CH:13]=[CH:12][C:11]([S:14]([CH:17]([CH3:19])[CH3:18])(=[O:16])=[O:15])=[CH:10][CH:9]=2)=[CH:6][N:7]=1. The yield is 0.860. (4) The reactants are [CH:1]([Si:4](Cl)([CH:8]([CH3:10])[CH3:9])[CH:5]([CH3:7])[CH3:6])([CH3:3])[CH3:2].[F:12][C:13]1[CH:14]=[C:15]([OH:20])[CH:16]=[CH:17][C:18]=1[F:19].N1C=CN=C1. The catalyst is CN(C)C=O.O. The product is [F:12][C:13]1[CH:14]=[C:15]([CH:16]=[CH:17][C:18]=1[F:19])[O:20][Si:4]([CH:8]([CH3:10])[CH3:9])([CH:5]([CH3:7])[CH3:6])[CH:1]([CH3:3])[CH3:2]. The yield is 0.800. (5) The reactants are Cl.[NH2:2][CH2:3][CH2:4][C:5]1[N:13]2[C:8]([CH2:9][CH2:10][CH2:11][CH2:12]2)=[CH:7][C:6]=1[C:14]([O:16]C)=O.[O-]CC.[Na+]. The catalyst is C(O)C. The product is [C:14]1(=[O:16])[C:6]2[CH:7]=[C:8]3[N:13]([C:5]=2[CH2:4][CH2:3][NH:2]1)[CH2:12][CH2:11][CH2:10][CH2:9]3. The yield is 0.670. (6) The reactants are C([CH:8]([NH2:24])[CH2:9][CH2:10][NH:11][C:12]([P:14]([O:20][CH:21]([CH3:23])[CH3:22])([O:16][CH:17]([CH3:19])[CH3:18])=[O:15])=[O:13])(OC(C)(C)C)=O.CCN(CC)CC.[O:32]([C:39]1[CH:44]=[CH:43][C:42]([S:45](Cl)(=[O:47])=[O:46])=[CH:41][CH:40]=1)[C:33]1[CH:38]=[CH:37][CH:36]=[CH:35][CH:34]=1. The yield is 0.500. The product is [O:32]([C:39]1[CH:44]=[CH:43][C:42]([S:45]([NH:24][CH2:8][CH2:9][CH2:10][NH:11][C:12]([P:14]([O:16][CH:17]([CH3:18])[CH3:19])([O:20][CH:21]([CH3:22])[CH3:23])=[O:15])=[O:13])(=[O:47])=[O:46])=[CH:41][CH:40]=1)[C:33]1[CH:34]=[CH:35][CH:36]=[CH:37][CH:38]=1. The catalyst is C(O)(C(F)(F)F)=O.C(Cl)Cl. (7) The reactants are C(OC(=O)[N:7]([CH2:33][C:34]1[CH:39]=[CH:38][C:37]([Cl:40])=[CH:36][CH:35]=1)[CH2:8][CH2:9][N:10]1[C:19]2[C:14]([C:15](=[O:21])[NH:16][C:17](=[O:20])[N:18]=2)=[N:13][C:12]2[CH:22]=[C:23]([CH3:32])[C:24]([O:26][CH:27]3[CH2:31][CH2:30][CH2:29][CH2:28]3)=[CH:25][C:11]1=2)(C)(C)C. The catalyst is C(Cl)Cl.C(O)(C(F)(F)F)=O. The product is [Cl:40][C:37]1[CH:36]=[CH:35][C:34]([CH2:33][NH:7][CH2:8][CH2:9][N:10]2[C:19]3[C:14]([C:15](=[O:21])[NH:16][C:17](=[O:20])[N:18]=3)=[N:13][C:12]3[CH:22]=[C:23]([CH3:32])[C:24]([O:26][CH:27]4[CH2:28][CH2:29][CH2:30][CH2:31]4)=[CH:25][C:11]2=3)=[CH:39][CH:38]=1. The yield is 1.00.